The task is: Predict the reactants needed to synthesize the given product.. This data is from Full USPTO retrosynthesis dataset with 1.9M reactions from patents (1976-2016). (1) Given the product [CH3:1][O:2][C:17](=[O:39])[C@@H:18]([O:36][CH2:37][CH3:38])[C@@H:19]([C:21]1[CH:26]=[CH:25][C:24]([O:27][CH2:28][C:29]2[CH:30]=[CH:31][CH:32]=[CH:33][CH:34]=2)=[CH:23][C:22]=1[CH3:35])[OH:20], predict the reactants needed to synthesize it. The reactants are: [CH3:1][O-:2].[Na+].C([C@H]1COC(=O)N1[C:17](=[O:39])[C@@H:18]([O:36][CH2:37][CH3:38])[C@@H:19]([C:21]1[CH:26]=[CH:25][C:24]([O:27][CH2:28][C:29]2[CH:34]=[CH:33][CH:32]=[CH:31][CH:30]=2)=[CH:23][C:22]=1[CH3:35])[OH:20])C1C=CC=CC=1. (2) Given the product [NH2:19][C:17]1[N:18]=[C:13]([C:4]2[CH:5]=[CH:6][C:7]([OH:8])=[C:2]([F:1])[CH:3]=2)[CH:14]=[C:15]([NH:20][CH3:21])[N:16]=1, predict the reactants needed to synthesize it. The reactants are: [F:1][C:2]1[CH:3]=[C:4](B(O)O)[CH:5]=[CH:6][C:7]=1[OH:8].I[C:13]1[N:18]=[C:17]([NH2:19])[N:16]=[C:15]([NH:20][CH3:21])[CH:14]=1. (3) Given the product [CH3:1][NH:2][C:10]1[N:15]=[CH:14][C:13]([C:16]2[CH:21]=[C:20]([O:22][C:23]3[CH:28]=[CH:27][C:26]([NH:29][C:30]([NH:32][C:33](=[O:38])[C:34]([CH3:36])([CH3:35])[CH3:37])=[O:31])=[N:25][CH:24]=3)[CH:19]=[CH:18][N:17]=2)=[CH:12][CH:11]=1, predict the reactants needed to synthesize it. The reactants are: [CH3:1][N:2]([C:10]1[N:15]=[CH:14][C:13]([C:16]2[CH:21]=[C:20]([O:22][C:23]3[CH:24]=[N:25][C:26]([NH:29][C:30]([NH:32][C:33](=[O:38])[C:34]([CH3:37])([CH3:36])[CH3:35])=[O:31])=[CH:27][CH:28]=3)[CH:19]=[CH:18][N:17]=2)=[CH:12][CH:11]=1)C(=O)OC(C)(C)C.C(O)(C(F)(F)F)=O. (4) Given the product [CH2:20]([O:19][C:17]([C:13]1([CH2:1][S:27][C:25](=[O:28])[CH3:26])[CH2:16][CH2:15][CH2:14]1)=[O:18])[CH3:21], predict the reactants needed to synthesize it. The reactants are: [CH2:1]([Li])CCC.C(NC(C)C)(C)C.[CH:13]1([C:17]([O:19][CH2:20][CH3:21])=[O:18])[CH2:16][CH2:15][CH2:14]1.ICI.[C:25]([O-:28])(=[S:27])[CH3:26].[K+]. (5) Given the product [CH3:1][O:2][C:3]1[CH:8]=[CH:7][CH:6]=[CH:5][C:4]=1[CH2:9][CH2:10][C:11]1[N:12]([C:16]2[CH:21]=[CH:20][C:19]([N:22]3[C:36](=[O:37])[CH2:35][C:34](=[O:41])[NH:33][C:24]4[C:25]5[C:30]([CH:31]=[CH:32][C:23]3=4)=[CH:29][CH:28]=[CH:27][CH:26]=5)=[CH:18][CH:17]=2)[CH:13]=[CH:14][N:15]=1, predict the reactants needed to synthesize it. The reactants are: [CH3:1][O:2][C:3]1[CH:8]=[CH:7][CH:6]=[CH:5][C:4]=1[CH2:9][CH2:10][C:11]1[N:12]([C:16]2[CH:21]=[CH:20][C:19]([NH:22][C:23]3[CH:32]=[CH:31][C:30]4[C:25](=[CH:26][CH:27]=[CH:28][CH:29]=4)[C:24]=3[NH:33][C:34](=[O:41])[CH2:35][C:36](OCC)=[O:37])=[CH:18][CH:17]=2)[CH:13]=[CH:14][N:15]=1.[N+](C1C2C(=CC=CC=2)C=CC=1NC1C=CC(N)=CC=1)([O-])=O.COC1C=CC=CC=1CCC(O)=O.O=C(NC1C2C(=CC=CC=2)C=CC=1NC1C=CC=C(N2C(CCC3C=CC=CN=3)=NN=N2)C=1)C(OCC)=O.Cl.FC1C=C(CCC2N(C3C=CC(N4C(=O)CC(=O)NC5C6C(C=CC4=5)=CC=CC=6)=CC=3)C=CN=2)C=CC=1.N1C=CC=CC=1CCC1N(C2C=C(NC3C(N)=CC=C4C=3C=CC=C4)C=CC=2)N=NN=1.Cl.N1C=CC=CC=1CCC1N(C2C=C(N3C4C=CC5C=CC=CC=5C=4NC(=O)C3=O)C=CC=2)N=NN=1. (6) Given the product [CH3:38][C:36]1[C:35]2[C:30](=[CH:31][CH:32]=[CH:33][CH:34]=2)[N:29]=[C:28]([C:5]2[CH:6]=[CH:7][C:2]([CH3:1])=[C:3]([C:21]3[CH:22]=[CH:23][CH:24]=[CH:25][CH:26]=3)[N:4]=2)[N:37]=1, predict the reactants needed to synthesize it. The reactants are: [CH3:1][C:2]1[C:3]([C:21]2[CH:26]=[CH:25][CH:24]=[CH:23][CH:22]=2)=[N:4][C:5]([Sn](CCCC)(CCCC)CCCC)=[CH:6][CH:7]=1.Br[C:28]1[N:37]=[C:36]([CH3:38])[C:35]2[C:30](=[CH:31][CH:32]=[CH:33][CH:34]=2)[N:29]=1.[Cl-].[Li+]. (7) Given the product [CH3:2][O:3][C:4]1[CH:10]=[CH:9][C:8]([C:14]2[O:22][C:21]([NH:23][C:24]3[CH:25]=[C:26]([C:30]4[N:31]=[C:32]5[N:36]([C:37]=4[C:38]4[CH:43]=[CH:42][N:41]=[C:40]([NH:44][C:45]6[CH:50]=[CH:49][C:48]([N:51]7[CH2:52][CH2:53][O:70][CH2:55][CH2:56]7)=[CH:47][CH:46]=6)[N:39]=4)[CH:35]=[CH:34][S:33]5)[CH:27]=[CH:28][CH:29]=3)=[N:12][CH:13]=2)=[CH:7][CH:5]=1, predict the reactants needed to synthesize it. The reactants are: Cl[C:2]1[O:3][C:4]2[CH:10]=[CH:9][CH:8]=[CH:7][C:5]=2N=1.C[N:12]1CC[CH2:14][C:13]1=O.FC1C=CC=C(F)C=1[C:21]([NH:23][C:24]1[CH:29]=[CH:28][CH:27]=[C:26]([C:30]2[N:31]=[C:32]3[N:36]([C:37]=2[C:38]2[CH:43]=[CH:42][N:41]=[C:40]([NH:44][C:45]4[CH:50]=[CH:49][C:48]([N:51]5[CH2:56][CH2:55]N(CCCOC)[CH2:53][CH2:52]5)=[CH:47][CH:46]=4)[N:39]=2)[CH:35]=[CH:34][S:33]3)[CH:25]=1)=[O:22].CC([OH:70])C.